Dataset: Reaction yield outcomes from USPTO patents with 853,638 reactions. Task: Predict the reaction yield, written as a fraction of the theoretical maximum amount of product (1.0 means a 100% yield; for example, 0.34 means a 34% yield). (1) The reactants are [Cl:1][C:2]1[CH:7]=[CH:6][C:5]([C:8]([C@@H:10]2[O:17][C@@H:16]3[C@@H:12]([O:13][C:14]([CH3:19])([CH3:18])[O:15]3)[C@@H:11]2[OH:20])=[O:9])=[CH:4][C:3]=1[CH2:21][C:22]1[CH:31]=[CH:30][C:25]2[O:26][CH2:27][CH2:28][O:29][C:24]=2[CH:23]=1.[BH4-].[Na+]. The catalyst is CO. The product is [Cl:1][C:2]1[CH:7]=[CH:6][C:5]([C@H:8]([OH:9])[C@@H:10]2[O:17][C@@H:16]3[C@@H:12]([O:13][C:14]([CH3:18])([CH3:19])[O:15]3)[C@@H:11]2[OH:20])=[CH:4][C:3]=1[CH2:21][C:22]1[CH:31]=[CH:30][C:25]2[O:26][CH2:27][CH2:28][O:29][C:24]=2[CH:23]=1. The yield is 0.870. (2) The reactants are [Cl:1][C:2]1[C:11]([CH:12]=[O:13])=[CH:10][C:9]2[C:4](=[CH:5][CH:6]=[CH:7][CH:8]=2)[N:3]=1.[BH4-].[Na+]. The catalyst is C(O)C. The product is [Cl:1][C:2]1[C:11]([CH2:12][OH:13])=[CH:10][C:9]2[C:4](=[CH:5][CH:6]=[CH:7][CH:8]=2)[N:3]=1. The yield is 0.950. (3) The reactants are Br[C:2]1[CH:8]=[CH:7][C:5]([NH2:6])=[C:4]([CH3:9])[CH:3]=1.[CH3:10][N:11]1[CH:15]=[C:14](B2OC(C)(C)C(C)(C)O2)[CH:13]=[N:12]1.C(=O)([O-])[O-].[Na+].[Na+]. The catalyst is CCO.C1(C)C=CC=CC=1.O.CCOC(C)=O.C1C=CC([P]([Pd]([P](C2C=CC=CC=2)(C2C=CC=CC=2)C2C=CC=CC=2)([P](C2C=CC=CC=2)(C2C=CC=CC=2)C2C=CC=CC=2)[P](C2C=CC=CC=2)(C2C=CC=CC=2)C2C=CC=CC=2)(C2C=CC=CC=2)C2C=CC=CC=2)=CC=1. The product is [CH3:9][C:4]1[CH:3]=[C:2]([C:14]2[CH:13]=[N:12][N:11]([CH3:10])[CH:15]=2)[CH:8]=[CH:7][C:5]=1[NH2:6]. The yield is 0.210.